This data is from TCR-epitope binding with 47,182 pairs between 192 epitopes and 23,139 TCRs. The task is: Binary Classification. Given a T-cell receptor sequence (or CDR3 region) and an epitope sequence, predict whether binding occurs between them. (1) The epitope is YEGNSPFHPL. The TCR CDR3 sequence is CASSDRPGQRETQYF. Result: 1 (the TCR binds to the epitope). (2) The epitope is FPPTSFGPL. The TCR CDR3 sequence is CASSYGGGGYEQYF. Result: 1 (the TCR binds to the epitope). (3) The epitope is ILHCANFNV. The TCR CDR3 sequence is CASSQLRPPADEQFF. Result: 1 (the TCR binds to the epitope). (4) The epitope is KPLEFGATSAAL. The TCR CDR3 sequence is CASSPQGMDTEAFF. Result: 1 (the TCR binds to the epitope). (5) The epitope is HTTDPSFLGRY. The TCR CDR3 sequence is CASSYLPSGSGNEQFF. Result: 0 (the TCR does not bind to the epitope).